This data is from Experimentally validated miRNA-target interactions with 360,000+ pairs, plus equal number of negative samples. The task is: Binary Classification. Given a miRNA mature sequence and a target amino acid sequence, predict their likelihood of interaction. (1) The miRNA is hsa-miR-3606-5p with sequence UUAGUGAAGGCUAUUUUAAUU. The protein sequence of the target gene is MAGGGGDLSTRRLNECISPVANEMNHLPAHSHDLQRMFTEDQGVDDRLLYDIVFKHFKRNKVEISNAIKKTFPFLEGLRDRDLITNKMFEDSQDSCRNLVPVQRVVYNVLSELEKTFNLPVLEALFSDVNMQEYPDLIHIYKGFENVIHDKLPLQESEEEEREERSGLQLSLEQGTGENSFRSLTWPPSGSPSHAGTTPPENGLSEHPCETEQINAKRKDTTSDKDDSLGSQQTNEQCAQKAEPTESCEQIAVQVNNGDAGREMPCPLPCDEESPEAELHNHGIQINSCSVRLVDIKKEK.... Result: 1 (interaction). (2) Result: 1 (interaction). The protein sequence of the target gene is MEVEEAFQAVGEMGLYQMYLCFLLAVLLQLYVATEAILIALIGATPAYHWDMADLLPNQSHSNQTLGKGQAFGDWLLTANGSEIHKHVHFSNSFTSIASEWFLIANRSYKVSAASSSFFSGVFVGVISFGQLSDRFGRRKVYLTGFALDILFAVANGFSPSYEFFAVTRFLVGMMNGGMSLVAFVLLNECVGTAYWALAGSIGGLFFAVGIAQYALLGYFIRSWRTLAVLVNLQGTLVFLLSLFIPESPRWLYSQGRLSEAEEALYFIAKRNRKLKCTFSLTHPANRSYRATGSFLDLFR.... The miRNA is mmu-miR-466n-3p with sequence UAUACAUGAGAGCAUACAUAGA. (3) The miRNA is hsa-miR-144-3p with sequence UACAGUAUAGAUGAUGUACU. The protein sequence of the target gene is MAAQVAPAAASSLGNPPPPPPSELKKAEQQQREEAGGEAAAAAAAERGEMKAAAGQESEGPAVGPPQPLGKELQDGAESNGGGGGGGAGSGGGPGAEPDLKNSNGNAGPRPALNNNLTEPPGGGGGGSSDGVGAPPHSAAAALPPPAYGFGQPYGRSPSAVAAAAAAVFHQQHGGQQSPGLAALQSGGGGGLEPYAGPQQNSHDHGFPNHQYNSYYPNRSAYPPPAPAYALSSPRGGTPGSGAAAAAGSKPPPSSSASASSSSSSFAQQRFGAMGGGGPSAAGGGTPQPTATPTLNQLLT.... Result: 1 (interaction).